From a dataset of Reaction yield outcomes from USPTO patents with 853,638 reactions. Predict the reaction yield, written as a fraction of the theoretical maximum amount of product (1.0 means a 100% yield; for example, 0.34 means a 34% yield). The reactants are [CH3:1][O:2][C:3]1[CH:4]=[C:5]2[C:10](=[CH:11][C:12]=1[OH:13])[N:9]=[CH:8][CH:7]=[C:6]2[O:14][C:15]1[C:16]([CH3:25])=[N:17][C:18]2[C:23]([CH:24]=1)=[CH:22][CH:21]=[CH:20][CH:19]=2.Br[CH2:27][CH2:28][CH2:29][N:30]1[C:38](=[O:39])[C:37]2[C:32](=[CH:33][CH:34]=[CH:35][CH:36]=2)[C:31]1=[O:40].C(=O)([O-])[O-].[K+].[K+]. The catalyst is CN(C)C=O. The product is [CH3:1][O:2][C:3]1[CH:4]=[C:5]2[C:10](=[CH:11][C:12]=1[O:13][CH2:27][CH2:28][CH2:29][N:30]1[C:38](=[O:39])[C:37]3[C:32](=[CH:33][CH:34]=[CH:35][CH:36]=3)[C:31]1=[O:40])[N:9]=[CH:8][CH:7]=[C:6]2[O:14][C:15]1[C:16]([CH3:25])=[N:17][C:18]2[C:23]([CH:24]=1)=[CH:22][CH:21]=[CH:20][CH:19]=2. The yield is 0.690.